Predict which catalyst facilitates the given reaction. From a dataset of Catalyst prediction with 721,799 reactions and 888 catalyst types from USPTO. Reactant: [CH2:1]([N:8]1[C:16]2[C:11](=[CH:12][CH:13]=[C:14]([N+:17]([O-:19])=[O:18])[CH:15]=2)[C:10]([C:20]([OH:28])([C:24]([F:27])([F:26])[F:25])[CH2:21][CH2:22]O)=[CH:9]1)[C:2]1[CH:7]=[CH:6][CH:5]=[CH:4][CH:3]=1.[NH:29]1[CH2:34][CH2:33][O:32][CH2:31][CH2:30]1.C(O[BH-](OC(=O)C)OC(=O)C)(=O)C.[Na+].C(=O)([O-])[O-].[K+].[K+]. Product: [CH2:1]([N:8]1[C:16]2[C:11](=[CH:12][CH:13]=[C:14]([N+:17]([O-:19])=[O:18])[CH:15]=2)[C:10]([C:20]([OH:28])([CH2:21][CH2:22][N:29]2[CH2:34][CH2:33][O:32][CH2:31][CH2:30]2)[C:24]([F:27])([F:25])[F:26])=[CH:9]1)[C:2]1[CH:3]=[CH:4][CH:5]=[CH:6][CH:7]=1. The catalyst class is: 506.